This data is from NCI-60 drug combinations with 297,098 pairs across 59 cell lines. The task is: Regression. Given two drug SMILES strings and cell line genomic features, predict the synergy score measuring deviation from expected non-interaction effect. (1) Drug 1: C1=CC(=CC=C1CCC2=CNC3=C2C(=O)NC(=N3)N)C(=O)NC(CCC(=O)O)C(=O)O. Drug 2: CN(C)N=NC1=C(NC=N1)C(=O)N. Cell line: MDA-MB-231. Synergy scores: CSS=13.9, Synergy_ZIP=-5.45, Synergy_Bliss=1.48, Synergy_Loewe=-24.4, Synergy_HSA=-1.13. (2) Drug 1: C1CCC(C1)C(CC#N)N2C=C(C=N2)C3=C4C=CNC4=NC=N3. Drug 2: C1=CC=C(C=C1)NC(=O)CCCCCCC(=O)NO. Cell line: HOP-62. Synergy scores: CSS=12.4, Synergy_ZIP=-3.11, Synergy_Bliss=-1.39, Synergy_Loewe=-6.97, Synergy_HSA=-2.95. (3) Drug 1: C1=CC=C(C(=C1)C(C2=CC=C(C=C2)Cl)C(Cl)Cl)Cl. Drug 2: C1=NC2=C(N=C(N=C2N1C3C(C(C(O3)CO)O)F)Cl)N. Cell line: MOLT-4. Synergy scores: CSS=32.0, Synergy_ZIP=4.00, Synergy_Bliss=0.530, Synergy_Loewe=-71.9, Synergy_HSA=-7.33. (4) Drug 1: COC1=CC(=CC(=C1O)OC)C2C3C(COC3=O)C(C4=CC5=C(C=C24)OCO5)OC6C(C(C7C(O6)COC(O7)C8=CC=CS8)O)O. Drug 2: C1=NC2=C(N1)C(=S)N=CN2. Cell line: HOP-92. Synergy scores: CSS=38.8, Synergy_ZIP=-15.3, Synergy_Bliss=-20.7, Synergy_Loewe=-17.7, Synergy_HSA=-15.1.